Task: Regression. Given two drug SMILES strings and cell line genomic features, predict the synergy score measuring deviation from expected non-interaction effect.. Dataset: NCI-60 drug combinations with 297,098 pairs across 59 cell lines (1) Drug 1: C1=CC(=CC=C1C#N)C(C2=CC=C(C=C2)C#N)N3C=NC=N3. Drug 2: CC1=C(C=C(C=C1)NC(=O)C2=CC=C(C=C2)CN3CCN(CC3)C)NC4=NC=CC(=N4)C5=CN=CC=C5. Cell line: UO-31. Synergy scores: CSS=-1.10, Synergy_ZIP=1.58, Synergy_Bliss=0.293, Synergy_Loewe=-2.45, Synergy_HSA=-3.44. (2) Drug 1: C1C(C(OC1N2C=C(C(=O)NC2=O)F)CO)O. Drug 2: C1=CN(C(=O)N=C1N)C2C(C(C(O2)CO)O)O.Cl. Cell line: SN12C. Synergy scores: CSS=60.9, Synergy_ZIP=-6.87, Synergy_Bliss=1.67, Synergy_Loewe=6.77, Synergy_HSA=9.45. (3) Drug 1: CN(CCCl)CCCl.Cl. Drug 2: C1CC(=O)NC(=O)C1N2C(=O)C3=CC=CC=C3C2=O. Cell line: MCF7. Synergy scores: CSS=9.17, Synergy_ZIP=-0.468, Synergy_Bliss=3.41, Synergy_Loewe=-0.515, Synergy_HSA=2.30. (4) Drug 1: CC1=C(C=C(C=C1)NC2=NC=CC(=N2)N(C)C3=CC4=NN(C(=C4C=C3)C)C)S(=O)(=O)N.Cl. Drug 2: CC1C(C(CC(O1)OC2CC(OC(C2O)C)OC3=CC4=CC5=C(C(=O)C(C(C5)C(C(=O)C(C(C)O)O)OC)OC6CC(C(C(O6)C)O)OC7CC(C(C(O7)C)O)OC8CC(C(C(O8)C)O)(C)O)C(=C4C(=C3C)O)O)O)O. Cell line: BT-549. Synergy scores: CSS=7.84, Synergy_ZIP=34.1, Synergy_Bliss=32.7, Synergy_Loewe=30.6, Synergy_HSA=30.1. (5) Drug 1: C1=C(C(=O)NC(=O)N1)N(CCCl)CCCl. Drug 2: CC1CCC2CC(C(=CC=CC=CC(CC(C(=O)C(C(C(=CC(C(=O)CC(OC(=O)C3CCCCN3C(=O)C(=O)C1(O2)O)C(C)CC4CCC(C(C4)OC)OCCO)C)C)O)OC)C)C)C)OC. Cell line: HCT116. Synergy scores: CSS=35.5, Synergy_ZIP=-3.09, Synergy_Bliss=0.750, Synergy_Loewe=-7.70, Synergy_HSA=2.83. (6) Drug 1: C1CCC(CC1)NC(=O)N(CCCl)N=O. Drug 2: C1CNP(=O)(OC1)N(CCCl)CCCl. Cell line: U251. Synergy scores: CSS=25.5, Synergy_ZIP=-7.49, Synergy_Bliss=3.63, Synergy_Loewe=-15.2, Synergy_HSA=1.93.